From a dataset of Experimentally validated miRNA-target interactions with 360,000+ pairs, plus equal number of negative samples. Binary Classification. Given a miRNA mature sequence and a target amino acid sequence, predict their likelihood of interaction. (1) The miRNA is mmu-miR-26a-5p with sequence UUCAAGUAAUCCAGGAUAGGCU. The protein sequence of the target gene is MSPGFRRAVTGQGAAAAVQLLVTLSFLSSLVKTQVTGVLDDCLCDIDSIDKFNTYKIFPKIKKLQERDYFRYYKVNLKRPCPFWAEDGHCSIKDCHVEPCPESKIPVGIKAGRSNKYSQAANSTKELDDCEQANKLGAINSTLSNESKEAFIDWARYDDSQDHFCELDDERSPAAQYVDLLLNPERYTGYKGSSAWRVWNSIYEENCFKPRSVYRPLNPLAPSRGEDDGESFYTWLEGLCLEKRVFYKLISGLHASINLHLCANYLLEETWGKPSWGPNIKEFRRRFDPVETKGEGPRRL.... Result: 1 (interaction). (2) The miRNA is mmu-miR-3473d with sequence CCACUGAGCCACUUUCCAGCCCUU. The protein sequence of the target gene is MVDILGERHLVTCKGATVEAEAALQNKVVALYFAAARCAPSRDFTPLLCDFYTALVAEARRPAPFEVVFVSADGSSQEMLDFMRELHGAWLALPFHDPYRHELRKRYNVTAIPKLVIVKQNGEVITNKGRKQIRERGLACFQDWVEAADIFQNFSV. Result: 0 (no interaction).